Dataset: NCI-60 drug combinations with 297,098 pairs across 59 cell lines. Task: Regression. Given two drug SMILES strings and cell line genomic features, predict the synergy score measuring deviation from expected non-interaction effect. (1) Drug 1: C1CCC(CC1)NC(=O)N(CCCl)N=O. Drug 2: C1CCC(C(C1)N)N.C(=O)(C(=O)[O-])[O-].[Pt+4]. Cell line: NCI-H226. Synergy scores: CSS=13.6, Synergy_ZIP=-7.31, Synergy_Bliss=-4.37, Synergy_Loewe=-4.43, Synergy_HSA=-3.18. (2) Drug 1: CC1=C2C(C(=O)C3(C(CC4C(C3C(C(C2(C)C)(CC1OC(=O)C(C(C5=CC=CC=C5)NC(=O)OC(C)(C)C)O)O)OC(=O)C6=CC=CC=C6)(CO4)OC(=O)C)OC)C)OC. Drug 2: CN(C)N=NC1=C(NC=N1)C(=O)N. Cell line: A549. Synergy scores: CSS=49.4, Synergy_ZIP=4.15, Synergy_Bliss=2.79, Synergy_Loewe=-24.8, Synergy_HSA=2.74. (3) Drug 1: CN1CCC(CC1)COC2=C(C=C3C(=C2)N=CN=C3NC4=C(C=C(C=C4)Br)F)OC. Drug 2: C(=O)(N)NO. Cell line: EKVX. Synergy scores: CSS=22.0, Synergy_ZIP=-0.231, Synergy_Bliss=1.63, Synergy_Loewe=-48.5, Synergy_HSA=1.27. (4) Drug 1: C1=C(C(=O)NC(=O)N1)F. Drug 2: CC1=CC=C(C=C1)C2=CC(=NN2C3=CC=C(C=C3)S(=O)(=O)N)C(F)(F)F. Cell line: OVCAR-4. Synergy scores: CSS=40.8, Synergy_ZIP=-3.34, Synergy_Bliss=-6.61, Synergy_Loewe=-7.76, Synergy_HSA=-3.95. (5) Drug 1: C1CN1P(=S)(N2CC2)N3CC3. Synergy scores: CSS=-0.237, Synergy_ZIP=-1.09, Synergy_Bliss=0.242, Synergy_Loewe=-11.5, Synergy_HSA=-4.79. Drug 2: CC12CCC3C(C1CCC2OP(=O)(O)O)CCC4=C3C=CC(=C4)OC(=O)N(CCCl)CCCl.[Na+]. Cell line: MCF7. (6) Drug 1: CC1CCC2CC(C(=CC=CC=CC(CC(C(=O)C(C(C(=CC(C(=O)CC(OC(=O)C3CCCCN3C(=O)C(=O)C1(O2)O)C(C)CC4CCC(C(C4)OC)O)C)C)O)OC)C)C)C)OC. Drug 2: C1C(C(OC1N2C=NC3=C2NC=NCC3O)CO)O. Cell line: RPMI-8226. Synergy scores: CSS=42.5, Synergy_ZIP=2.78, Synergy_Bliss=0.159, Synergy_Loewe=-36.1, Synergy_HSA=2.31. (7) Drug 1: CC1CCC2CC(C(=CC=CC=CC(CC(C(=O)C(C(C(=CC(C(=O)CC(OC(=O)C3CCCCN3C(=O)C(=O)C1(O2)O)C(C)CC4CCC(C(C4)OC)OCCO)C)C)O)OC)C)C)C)OC. Drug 2: C(=O)(N)NO. Cell line: SF-295. Synergy scores: CSS=36.4, Synergy_ZIP=1.97, Synergy_Bliss=4.97, Synergy_Loewe=-26.7, Synergy_HSA=3.46.